From a dataset of Peptide-MHC class II binding affinity with 134,281 pairs from IEDB. Regression. Given a peptide amino acid sequence and an MHC pseudo amino acid sequence, predict their binding affinity value. This is MHC class II binding data. (1) The peptide sequence is FGSMAKKGDEQKLRS. The MHC is HLA-DQA10501-DQB10301 with pseudo-sequence HLA-DQA10501-DQB10301. The binding affinity (normalized) is 0.240. (2) The peptide sequence is DEVFAILNLSIDS. The MHC is HLA-DPA10301-DPB10402 with pseudo-sequence HLA-DPA10301-DPB10402. The binding affinity (normalized) is 0.446. (3) The peptide sequence is ALFKAIEAYLLAHPD. The MHC is DRB1_0301 with pseudo-sequence DRB1_0301. The binding affinity (normalized) is 0.188. (4) The peptide sequence is YDKFLAHVSTVLTGK. The MHC is DRB1_1302 with pseudo-sequence DRB1_1302. The binding affinity (normalized) is 0.596. (5) The peptide sequence is PFSRIRDGLQYGWKT. The binding affinity (normalized) is 0.274. The MHC is DRB3_0101 with pseudo-sequence DRB3_0101. (6) The peptide sequence is WEVKSSKPLVGPFNF. The MHC is DRB1_0802 with pseudo-sequence DRB1_0802. The binding affinity (normalized) is 0.426.